This data is from CYP1A2 inhibition data for predicting drug metabolism from PubChem BioAssay. The task is: Regression/Classification. Given a drug SMILES string, predict its absorption, distribution, metabolism, or excretion properties. Task type varies by dataset: regression for continuous measurements (e.g., permeability, clearance, half-life) or binary classification for categorical outcomes (e.g., BBB penetration, CYP inhibition). Dataset: cyp1a2_veith. (1) The compound is Oc1cc2c(cc1O)[C@H]1c3ccccc3CN[C@@H]1CC2. The result is 1 (inhibitor). (2) The molecule is O=C(Nc1ccc(Cl)cc1C(=O)c1ccccc1)c1ccco1. The result is 1 (inhibitor). (3) The compound is COc1ccccc1CNc1nc(-c2cccc(C#N)c2)nc2ccccc12. The result is 1 (inhibitor). (4) The compound is CO[C@@H]1COC(=O)[C@H]2CCCN2C(=O)C/C=C\[C@H](C)[C@@H](OC)COC(=O)CCC[C@H]1C. The result is 0 (non-inhibitor). (5) The drug is CCCC(=O)N=C1SC2CS(=O)(=O)CC2N1c1ccc(CC)cc1. The result is 0 (non-inhibitor). (6) The compound is Cn1cnc([N+](=O)[O-])c1SCC(=O)O. The result is 0 (non-inhibitor). (7) The molecule is Cc1sc(NC(=O)c2ccc(OCC(C)C)cc2)c(C(N)=O)c1-c1ccc(Cl)cc1Cl. The result is 0 (non-inhibitor). (8) The drug is Cc1cc2c(ncn2Cc2ccccc2)c([N+](=O)[O-])c1C. The result is 1 (inhibitor).